From a dataset of Reaction yield outcomes from USPTO patents with 853,638 reactions. Predict the reaction yield, written as a fraction of the theoretical maximum amount of product (1.0 means a 100% yield; for example, 0.34 means a 34% yield). (1) The product is [F:16][C:15]1[CH:14]=[C:13]([F:17])[CH:12]=[CH:11][C:10]=1[C:9]1[CH:4]=[CH:5][C:6]([O:21][CH3:22])=[C:7]([C:18]([OH:20])=[O:19])[CH:8]=1. The yield is 0.930. The reactants are O[Li].O.[CH:4]1[C:9]([C:10]2[CH:11]=[CH:12][C:13]([F:17])=[CH:14][C:15]=2[F:16])=[CH:8][C:7]([C:18]([OH:20])=[O:19])=[C:6]([OH:21])[CH:5]=1.[CH2:22]1COCC1.Cl. The catalyst is CO.O. (2) The reactants are Cl[C:2]([O:4][CH2:5][C:6]([Cl:9])([Cl:8])[Cl:7])=[O:3].[C:10]([C:14]1[CH:15]=[C:16]([NH2:37])[N:17]([C:19]2[CH:24]=[CH:23][C:22]([O:25][Si:26]([CH:33]([CH3:35])[CH3:34])([CH:30]([CH3:32])[CH3:31])[CH:27]([CH3:29])[CH3:28])=[C:21]([Cl:36])[CH:20]=2)[N:18]=1)([CH3:13])([CH3:12])[CH3:11].C(N(C(C)C)CC)(C)C. The catalyst is C1COCC1.C(OCC)(=O)C. The product is [Cl:7][C:6]([Cl:9])([Cl:8])[CH2:5][O:4][C:2](=[O:3])[NH:37][C:16]1[N:17]([C:19]2[CH:24]=[CH:23][C:22]([O:25][Si:26]([CH:27]([CH3:29])[CH3:28])([CH:30]([CH3:32])[CH3:31])[CH:33]([CH3:34])[CH3:35])=[C:21]([Cl:36])[CH:20]=2)[N:18]=[C:14]([C:10]([CH3:11])([CH3:12])[CH3:13])[CH:15]=1. The yield is 0.580. (3) The reactants are [N:1]1[C:9]([C:10]2[C:11]([NH:16][C:17]3[C:22]([F:23])=[CH:21][CH:20]=[C:19]([NH2:24])[C:18]=3[F:25])=[N:12][CH:13]=[CH:14][CH:15]=2)=[C:8]2[C:4]([NH:5][CH:6]=[N:7]2)=[N:3][CH:2]=1.[F:26][C:27]([F:34])([F:33])[CH2:28][S:29](Cl)(=[O:31])=[O:30]. The catalyst is N1C=CC=CC=1. The product is [N:1]1[C:9]([C:10]2[C:11]([NH:16][C:17]3[C:18]([F:25])=[C:19]([NH:24][S:29]([CH2:28][C:27]([F:34])([F:33])[F:26])(=[O:31])=[O:30])[CH:20]=[CH:21][C:22]=3[F:23])=[N:12][CH:13]=[CH:14][CH:15]=2)=[C:8]2[C:4]([NH:5][CH:6]=[N:7]2)=[N:3][CH:2]=1. The yield is 0.480. (4) The reactants are C(OC([N:8]1[C:16]2[C:11](=[CH:12][C:13]([O:17][CH:18]3[CH2:23][CH2:22][CH:21]([C:24]([CH3:27])([CH3:26])[CH3:25])[CH2:20][CH2:19]3)=[CH:14][CH:15]=2)[CH2:10][CH2:9]1)=O)(C)(C)C.Cl.O1CCOCC1. The catalyst is C1COCC1. The product is [C:24]([C@H:21]1[CH2:22][CH2:23][C@H:18]([O:17][C:13]2[CH:12]=[C:11]3[C:16](=[CH:15][CH:14]=2)[NH:8][CH2:9][CH2:10]3)[CH2:19][CH2:20]1)([CH3:27])([CH3:25])[CH3:26]. The yield is 0.990.